From a dataset of Forward reaction prediction with 1.9M reactions from USPTO patents (1976-2016). Predict the product of the given reaction. Given the reactants [F:1][C:2]1[CH:7]=[CH:6][C:5]([CH:8]([OH:32])[CH:9]([NH:24]C(=O)OC(C)(C)C)[CH2:10][C:11]2[CH:16]=[CH:15][CH:14]=[C:13]([S:17]([C:20]([F:23])([F:22])[F:21])(=[O:19])=[O:18])[CH:12]=2)=[CH:4][CH:3]=1.FC(F)(F)C(O)=O, predict the reaction product. The product is: [NH2:24][CH:9]([CH2:10][C:11]1[CH:16]=[CH:15][CH:14]=[C:13]([S:17]([C:20]([F:22])([F:23])[F:21])(=[O:19])=[O:18])[CH:12]=1)[CH:8]([C:5]1[CH:4]=[CH:3][C:2]([F:1])=[CH:7][CH:6]=1)[OH:32].